This data is from Peptide-MHC class I binding affinity with 185,985 pairs from IEDB/IMGT. The task is: Regression. Given a peptide amino acid sequence and an MHC pseudo amino acid sequence, predict their binding affinity value. This is MHC class I binding data. (1) The peptide sequence is RNPYENVLYK. The MHC is HLA-A31:01 with pseudo-sequence HLA-A31:01. The binding affinity (normalized) is 0.0507. (2) The MHC is HLA-B44:02 with pseudo-sequence HLA-B44:02. The binding affinity (normalized) is 0. The peptide sequence is DEPASTEPVHDQLL. (3) The peptide sequence is MAIHRSLTK. The MHC is BoLA-T2a with pseudo-sequence BoLA-T2a. The binding affinity (normalized) is 0.503. (4) The peptide sequence is SMGVYQILA. The MHC is HLA-A02:06 with pseudo-sequence HLA-A02:06. The binding affinity (normalized) is 0.146.